From a dataset of NCI-60 drug combinations with 297,098 pairs across 59 cell lines. Regression. Given two drug SMILES strings and cell line genomic features, predict the synergy score measuring deviation from expected non-interaction effect. (1) Drug 1: C1=NC2=C(N1)C(=S)N=CN2. Drug 2: C1CCC(C(C1)N)N.C(=O)(C(=O)[O-])[O-].[Pt+4]. Cell line: MDA-MB-231. Synergy scores: CSS=41.4, Synergy_ZIP=-8.10, Synergy_Bliss=-9.04, Synergy_Loewe=-6.96, Synergy_HSA=-4.50. (2) Drug 1: C1=CC(=C2C(=C1NCCNCCO)C(=O)C3=C(C=CC(=C3C2=O)O)O)NCCNCCO. Cell line: COLO 205. Drug 2: CN1C(=O)N2C=NC(=C2N=N1)C(=O)N. Synergy scores: CSS=48.8, Synergy_ZIP=6.40, Synergy_Bliss=5.15, Synergy_Loewe=-26.9, Synergy_HSA=2.30. (3) Drug 1: CC(CN1CC(=O)NC(=O)C1)N2CC(=O)NC(=O)C2. Drug 2: CN(C(=O)NC(C=O)C(C(C(CO)O)O)O)N=O. Cell line: SW-620. Synergy scores: CSS=44.8, Synergy_ZIP=-6.94, Synergy_Bliss=0.657, Synergy_Loewe=-0.0612, Synergy_HSA=3.76. (4) Drug 1: COC1=C(C=C2C(=C1)N=CN=C2NC3=CC(=C(C=C3)F)Cl)OCCCN4CCOCC4. Drug 2: C(CC(=O)O)C(=O)CN.Cl. Cell line: NCI-H322M. Synergy scores: CSS=47.9, Synergy_ZIP=-1.46, Synergy_Bliss=-2.27, Synergy_Loewe=1.12, Synergy_HSA=3.33. (5) Drug 1: CN1C(=O)N2C=NC(=C2N=N1)C(=O)N. Drug 2: C1C(C(OC1N2C=NC3=C2NC=NCC3O)CO)O. Cell line: SN12C. Synergy scores: CSS=3.54, Synergy_ZIP=-0.344, Synergy_Bliss=3.57, Synergy_Loewe=2.78, Synergy_HSA=1.78. (6) Cell line: TK-10. Synergy scores: CSS=62.8, Synergy_ZIP=-3.55, Synergy_Bliss=-0.0661, Synergy_Loewe=-9.79, Synergy_HSA=0.281. Drug 1: CC1=C(N=C(N=C1N)C(CC(=O)N)NCC(C(=O)N)N)C(=O)NC(C(C2=CN=CN2)OC3C(C(C(C(O3)CO)O)O)OC4C(C(C(C(O4)CO)O)OC(=O)N)O)C(=O)NC(C)C(C(C)C(=O)NC(C(C)O)C(=O)NCCC5=NC(=CS5)C6=NC(=CS6)C(=O)NCCC[S+](C)C)O. Drug 2: CC12CCC3C(C1CCC2OP(=O)(O)O)CCC4=C3C=CC(=C4)OC(=O)N(CCCl)CCCl.[Na+]. (7) Drug 1: COC1=C(C=C2C(=C1)N=CN=C2NC3=CC(=C(C=C3)F)Cl)OCCCN4CCOCC4. Drug 2: CCCS(=O)(=O)NC1=C(C(=C(C=C1)F)C(=O)C2=CNC3=C2C=C(C=N3)C4=CC=C(C=C4)Cl)F. Cell line: EKVX. Synergy scores: CSS=30.2, Synergy_ZIP=3.41, Synergy_Bliss=4.25, Synergy_Loewe=-2.26, Synergy_HSA=2.65. (8) Drug 1: C(=O)(N)NO. Drug 2: CN(CCCl)CCCl.Cl. Cell line: RXF 393. Synergy scores: CSS=5.10, Synergy_ZIP=-2.67, Synergy_Bliss=-1.82, Synergy_Loewe=-11.7, Synergy_HSA=-2.99. (9) Drug 1: CN1CCC(CC1)COC2=C(C=C3C(=C2)N=CN=C3NC4=C(C=C(C=C4)Br)F)OC. Drug 2: C1CCN(CC1)CCOC2=CC=C(C=C2)C(=O)C3=C(SC4=C3C=CC(=C4)O)C5=CC=C(C=C5)O. Cell line: SN12C. Synergy scores: CSS=16.4, Synergy_ZIP=-1.07, Synergy_Bliss=5.49, Synergy_Loewe=1.87, Synergy_HSA=5.85.